This data is from Catalyst prediction with 721,799 reactions and 888 catalyst types from USPTO. The task is: Predict which catalyst facilitates the given reaction. (1) Reactant: [CH2:1]([N:8]1[CH:12]([CH3:13])[CH2:11][CH:10]([CH2:14][OH:15])[CH2:9]1)[C:2]1[CH:7]=[CH:6][CH:5]=[CH:4][CH:3]=1.C(N(CC)CC)C.[S:23](Cl)([C:26]1[CH:32]=[CH:31][C:29]([CH3:30])=[CH:28][CH:27]=1)(=[O:25])=[O:24].C([O-])(O)=O.[Na+]. Product: [CH3:30][C:29]1[CH:31]=[CH:32][C:26]([S:23]([O:15][CH2:14][CH:10]2[CH2:11][CH:12]([CH3:13])[N:8]([CH2:1][C:2]3[CH:7]=[CH:6][CH:5]=[CH:4][CH:3]=3)[CH2:9]2)(=[O:25])=[O:24])=[CH:27][CH:28]=1. The catalyst class is: 4. (2) The catalyst class is: 247. Product: [CH2:36]([CH:33]1[CH2:34][CH2:35][CH:30]([CH:27]2[CH2:26][CH2:25][CH:24]([CH2:23][C:41]([F:42])=[C:40]([F:44])[F:39])[CH2:29][CH2:28]2)[CH2:31][CH2:32]1)[CH2:37][CH3:38]. Reactant: C(C1C=CC(C2C=CC(C(C)(C)C)=CC=2)=CC=1)(C)(C)C.[Li].Cl[CH2:23][CH:24]1[CH2:29][CH2:28][CH:27]([CH:30]2[CH2:35][CH2:34][CH:33]([CH2:36][CH2:37][CH3:38])[CH2:32][CH2:31]2)[CH2:26][CH2:25]1.[F:39][C:40]([F:44])=[C:41](F)[F:42].Cl. (3) Reactant: [C:1]([NH:8][CH2:9][CH2:10][CH2:11][CH2:12][CH2:13][CH2:14][NH2:15])([O:3][C:4]([CH3:7])([CH3:6])[CH3:5])=[O:2].CCN(CC)CC.[O:23]([C:30]1[CH:35]=[CH:34][C:33]([S:36](Cl)(=[O:38])=[O:37])=[CH:32][CH:31]=1)[C:24]1[CH:29]=[CH:28][CH:27]=[CH:26][CH:25]=1. Product: [O:23]([C:30]1[CH:35]=[CH:34][C:33]([S:36]([NH:15][CH2:14][CH2:13][CH2:12][CH2:11][CH2:10][CH2:9][NH:8][C:1]([O:3][C:4]([CH3:5])([CH3:6])[CH3:7])=[O:2])(=[O:38])=[O:37])=[CH:32][CH:31]=1)[C:24]1[CH:25]=[CH:26][CH:27]=[CH:28][CH:29]=1. The catalyst class is: 23. (4) Product: [C:23]1([CH:16]([C:17]2[CH:22]=[CH:21][CH:20]=[CH:19][CH:18]=2)[CH2:15][C:9]2[NH:10][C:11](=[O:14])[C:12]([OH:13])=[C:7]([C:5]([OH:6])=[O:4])[N:8]=2)[CH:24]=[CH:25][CH:26]=[CH:27][CH:28]=1. The catalyst class is: 90. Reactant: [OH-].[Li+].C[O:4][C:5]([C:7]1[N:8]=[C:9]([CH2:15][CH:16]([C:23]2[CH:28]=[CH:27][CH:26]=[CH:25][CH:24]=2)[C:17]2[CH:22]=[CH:21][CH:20]=[CH:19][CH:18]=2)[NH:10][C:11](=[O:14])[C:12]=1[OH:13])=[O:6]. (5) Reactant: [C:1]([NH:5][C@H:6]([C:17]([O:19]C)=[O:18])[CH2:7][C:8]1[C:16]2[C:11](=[CH:12][CH:13]=[CH:14][CH:15]=2)[NH:10][CH:9]=1)(=[O:4])[CH:2]=[CH2:3].[OH-].[Na+:22]. Product: [C:1]([NH:5][C@H:6]([C:17]([O-:19])=[O:18])[CH2:7][C:8]1[C:16]2[C:11](=[CH:12][CH:13]=[CH:14][CH:15]=2)[NH:10][CH:9]=1)(=[O:4])[CH:2]=[CH2:3].[Na+:22]. The catalyst class is: 5. (6) Reactant: Br[C:2]1[S:6][C:5]([C:7](=[O:9])[CH3:8])=[N:4][CH:3]=1.[NH:10]1[CH2:15][CH2:14][CH2:13][CH2:12][CH2:11]1. Product: [N:10]1([C:2]2[S:6][C:5]([C:7](=[O:9])[CH3:8])=[N:4][CH:3]=2)[CH2:15][CH2:14][CH2:13][CH2:12][CH2:11]1. The catalyst class is: 16.